Dataset: Full USPTO retrosynthesis dataset with 1.9M reactions from patents (1976-2016). Task: Predict the reactants needed to synthesize the given product. (1) Given the product [Cl:1][C:2]1[CH:7]=[CH:6][C:5]([C@@H:8]2[C:17]3[C:12](=[CH:13][CH:14]=[CH:15][CH:16]=3)[CH2:11][C@H:10]([CH3:18])[N:9]2[C:20]([NH:19][C:22]2[CH:29]=[CH:28][C:25]([C:26]#[N:27])=[CH:24][CH:23]=2)=[O:21])=[CH:4][CH:3]=1, predict the reactants needed to synthesize it. The reactants are: [Cl:1][C:2]1[CH:7]=[CH:6][C:5]([C@@H:8]2[C:17]3[C:12](=[CH:13][CH:14]=[CH:15][CH:16]=3)[CH2:11][C@H:10]([CH3:18])[NH:9]2)=[CH:4][CH:3]=1.[N:19]([C:22]1[CH:29]=[CH:28][C:25]([C:26]#[N:27])=[CH:24][CH:23]=1)=[C:20]=[O:21]. (2) Given the product [Br:13][C:3]1[CH:4]=[C:5]2[C:10](=[CH:11][C:2]=1[OH:1])[O:9][C:8](=[O:12])[CH2:7][CH2:6]2, predict the reactants needed to synthesize it. The reactants are: [OH:1][C:2]1[CH:11]=[C:10]2[C:5]([CH2:6][CH2:7][C:8](=[O:12])[O:9]2)=[CH:4][CH:3]=1.[Br:13]N1C(=O)CCC1=O.